This data is from Peptide-MHC class I binding affinity with 185,985 pairs from IEDB/IMGT. The task is: Regression. Given a peptide amino acid sequence and an MHC pseudo amino acid sequence, predict their binding affinity value. This is MHC class I binding data. (1) The peptide sequence is AVNPGLLETS. The MHC is HLA-A03:01 with pseudo-sequence HLA-A03:01. The binding affinity (normalized) is 0. (2) The peptide sequence is HSINQTRTFL. The MHC is H-2-Db with pseudo-sequence H-2-Db. The binding affinity (normalized) is 0.513. (3) The peptide sequence is DLQPCIDLI. The MHC is HLA-A02:01 with pseudo-sequence HLA-A02:01. The binding affinity (normalized) is 0.113.